Task: Predict the product of the given reaction.. Dataset: Forward reaction prediction with 1.9M reactions from USPTO patents (1976-2016) (1) The product is: [CH2:20]([N:22]([CH2:27][CH3:28])[CH2:23][CH2:24][CH2:25][NH:26][C:2]1[CH:7]=[C:6]([O:8][CH2:9][CH2:10][CH2:11][N:12]([CH2:15][CH3:16])[CH2:13][CH3:14])[CH:5]=[CH:4][C:3]=1[N+:17]([O-:19])=[O:18])[CH3:21]. Given the reactants F[C:2]1[CH:7]=[C:6]([O:8][CH2:9][CH2:10][CH2:11][N:12]([CH2:15][CH3:16])[CH2:13][CH3:14])[CH:5]=[CH:4][C:3]=1[N+:17]([O-:19])=[O:18].[CH2:20]([N:22]([CH2:27][CH3:28])[CH2:23][CH2:24][CH2:25][NH2:26])[CH3:21], predict the reaction product. (2) Given the reactants [CH3:1][O:2][C:3]1[CH:4]=[C:5]2[C:10](=[CH:11][C:12]=1[O:13][CH3:14])[CH:9]([CH2:15][CH2:16][C:17]1[CH:18]=[N:19][C:20]([C:23]([F:26])([F:25])[F:24])=[CH:21][CH:22]=1)[N:8]([CH:27]([C:31]1[CH:36]=[CH:35][CH:34]=[CH:33][CH:32]=1)[C:28]([OH:30])=O)[CH2:7][CH2:6]2.Cl.CN.C1C[N:43]([P+](ON2N=NC3C=CC=CC2=3)(N2CCCC2)N2CCCC2)[CH2:42]C1.F[P-](F)(F)(F)(F)F.CCN(C(C)C)C(C)C, predict the reaction product. The product is: [CH3:1][O:2][C:3]1[CH:4]=[C:5]2[C:10](=[CH:11][C:12]=1[O:13][CH3:14])[CH:9]([CH2:15][CH2:16][C:17]1[CH:18]=[N:19][C:20]([C:23]([F:25])([F:26])[F:24])=[CH:21][CH:22]=1)[N:8]([CH:27]([C:31]1[CH:36]=[CH:35][CH:34]=[CH:33][CH:32]=1)[C:28]([NH:43][CH3:42])=[O:30])[CH2:7][CH2:6]2. (3) Given the reactants [C:1]([C:5]1[CH:10]=[CH:9][C:8]([N+:11]([O-])=O)=[CH:7][C:6]=1[C:14]1[CH:19]=[CH:18][N+:17]([CH3:20])=[CH:16][CH:15]=1)([CH3:4])([CH3:3])[CH3:2].[NH4+].[Cl-].[BH4-].[Na+], predict the reaction product. The product is: [C:1]([C:5]1[CH:10]=[CH:9][C:8]([NH2:11])=[CH:7][C:6]=1[C:14]1[CH2:19][CH2:18][N:17]([CH3:20])[CH2:16][CH:15]=1)([CH3:4])([CH3:2])[CH3:3]. (4) Given the reactants [F:1][C:2]1[CH:3]=[CH:4][C:5]([C:8]2[C:12]([C:13](O)=[O:14])=[CH:11][O:10][N:9]=2)=[N:6][CH:7]=1.N1C=CC=CC=1C1C(C(O)=O)=CON=1, predict the reaction product. The product is: [F:1][C:2]1[CH:3]=[CH:4][C:5]([C:8]2[C:12]([CH2:13][OH:14])=[CH:11][O:10][N:9]=2)=[N:6][CH:7]=1. (5) Given the reactants [NH3:1].[F:2][C:3]1[C:8]2[N:9]([CH3:14])[C:10](=[O:13])[O:11][CH2:12][C:7]=2[CH:6]=[C:5]([N:15]2[CH2:19][C@H:18]([C:20]([O:22]C)=O)[O:17][C:16]2=[O:24])[CH:4]=1, predict the reaction product. The product is: [F:2][C:3]1[C:8]2[N:9]([CH3:14])[C:10](=[O:13])[O:11][CH2:12][C:7]=2[CH:6]=[C:5]([N:15]2[CH2:19][C@H:18]([C:20]([NH2:1])=[O:22])[O:17][C:16]2=[O:24])[CH:4]=1. (6) Given the reactants Br[C:2]1[CH:3]=[CH:4][C:5]2[C:6]3[S:15][C:14]([CH2:16][CH2:17][CH3:18])=[N:13][C:7]=3[C:8]([NH2:12])=[N:9][C:10]=2[CH:11]=1.[C:19]([NH:22][C:23]1[CH:28]=[CH:27][CH:26]=[CH:25][C:24]=1B(O)O)(=[O:21])[CH3:20], predict the reaction product. The product is: [NH2:12][C:8]1[C:7]2[N:13]=[C:14]([CH2:16][CH2:17][CH3:18])[S:15][C:6]=2[C:5]2[CH:4]=[CH:3][C:2]([C:24]3[CH:25]=[CH:26][CH:27]=[CH:28][C:23]=3[NH:22][C:19](=[O:21])[CH3:20])=[CH:11][C:10]=2[N:9]=1. (7) Given the reactants [Cl:1][C:2]1[C:11]2[C:6](=[CH:7][CH:8]=[C:9](I)[CH:10]=2)[N:5]=[CH:4][CH:3]=1.[CH3:13][N:14](C=O)C, predict the reaction product. The product is: [Cl:1][C:2]1[C:11]2[C:6](=[CH:7][CH:8]=[C:9]([C:13]#[N:14])[CH:10]=2)[N:5]=[CH:4][CH:3]=1. (8) The product is: [CH:9]([O:8][C:5]1[CH:6]=[CH:7][C:2]([N:1]([C:19]([C:18]2[CH:17]=[C:16]([S:13]([Cl:12])(=[O:15])=[O:14])[CH:24]=[CH:23][CH:22]=2)=[O:20])[C:19]([C:18]2[CH:17]=[C:16]([S:13]([Cl:12])(=[O:15])=[O:14])[CH:24]=[CH:23][CH:22]=2)=[O:20])=[N:3][CH:4]=1)([CH3:11])[CH3:10]. Given the reactants [NH2:1][C:2]1[CH:7]=[CH:6][C:5]([O:8][CH:9]([CH3:11])[CH3:10])=[CH:4][N:3]=1.[Cl:12][S:13]([C:16]1[CH:17]=[C:18]([CH:22]=[CH:23][CH:24]=1)[C:19](Cl)=[O:20])(=[O:15])=[O:14], predict the reaction product.